This data is from Forward reaction prediction with 1.9M reactions from USPTO patents (1976-2016). The task is: Predict the product of the given reaction. (1) Given the reactants N[C:2]1C=CC(C(OC)=O)=C(Cl)C=1.[CH3:13][O:14][C:15]1[C:16]([N+:25]([O-:27])=[O:26])=[CH:17][C:18]([CH3:24])=[C:19]([CH:23]=1)[C:20]([OH:22])=[O:21], predict the reaction product. The product is: [CH3:13][O:14][C:15]1[C:16]([N+:25]([O-:27])=[O:26])=[CH:17][C:18]([CH3:24])=[C:19]([CH:23]=1)[C:20]([O:22][CH3:2])=[O:21]. (2) Given the reactants [Cl:1][CH2:2][C:3]1[CH:4]=[CH:5][C:6]2[S:11][C:10]3[N:12]=[CH:13][CH:14]=[N:15][C:9]=3[N:8]([CH2:16][O:17][CH3:18])[C:7]=2[CH:19]=1.[N:20]1[CH:25]=[CH:24][CH:23]=[C:22]([CH2:26][N:27]2[C:31](=[O:32])[C:30]3=[CH:33][CH:34]=[CH:35][CH:36]=[C:29]3[C:28]2=[O:37])[CH:21]=1, predict the reaction product. The product is: [Cl-:1].[CH3:18][O:17][CH2:16][N:8]1[C:7]2[CH:19]=[C:3]([CH2:2][N+:20]3[CH:25]=[CH:24][CH:23]=[C:22]([CH2:26][N:27]4[C:31](=[O:32])[C:30]5=[CH:33][CH:34]=[CH:35][CH:36]=[C:29]5[C:28]4=[O:37])[CH:21]=3)[CH:4]=[CH:5][C:6]=2[S:11][C:10]2[N:12]=[CH:13][CH:14]=[N:15][C:9]1=2. (3) The product is: [C:1]([O:5][C:6](=[O:36])[NH:7][C@H:8]1[CH2:13][CH2:12][CH2:11][N:10]([C:14]2[CH:19]=[CH:18][C:17]([NH:20][C:21]3[C:30]4[C:25](=[CH:26][CH:27]=[C:28]([C:42]5[CH:43]=[C:38]([Cl:37])[C:39]([OH:54])=[C:40]([Cl:53])[CH:41]=5)[N:29]=4)[N:24]=[CH:23][C:22]=3[C:32](=[O:35])[CH2:33][CH3:34])=[CH:16][N:15]=2)[CH2:9]1)([CH3:2])([CH3:4])[CH3:3]. Given the reactants [C:1]([O:5][C:6](=[O:36])[NH:7][C@H:8]1[CH2:13][CH2:12][CH2:11][N:10]([C:14]2[CH:19]=[CH:18][C:17]([NH:20][C:21]3[C:30]4[C:25](=[CH:26][CH:27]=[C:28](Cl)[N:29]=4)[N:24]=[CH:23][C:22]=3[C:32](=[O:35])[CH2:33][CH3:34])=[CH:16][N:15]=2)[CH2:9]1)([CH3:4])([CH3:3])[CH3:2].[Cl:37][C:38]1[CH:43]=[C:42](B2OC(C)(C)C(C)(C)O2)[CH:41]=[C:40]([Cl:53])[C:39]=1[OH:54], predict the reaction product. (4) Given the reactants [N:1]([CH:4]([C:6]1[CH:11]=[C:10]([Br:12])[CH:9]=[CH:8][N:7]=1)[CH3:5])=[N+]=[N-].C1(P(C2C=CC=CC=2)C2C=CC=CC=2)C=CC=CC=1, predict the reaction product. The product is: [Br:12][C:10]1[CH:9]=[CH:8][N:7]=[C:6]([CH:4]([NH2:1])[CH3:5])[CH:11]=1. (5) The product is: [CH3:1][N:2]([C:30]1[CH:35]=[CH:34][CH:33]=[CH:32][CH:31]=1)[C:3]([C:5]1[C:10]([NH:11][S:15]([C:18]2[CH:23]=[CH:22][C:21]([Cl:24])=[C:20]([C:25]([F:28])([F:27])[F:26])[CH:19]=2)(=[O:17])=[O:16])=[CH:9][C:8]([Cl:29])=[CH:7][N:6]=1)=[O:4]. Given the reactants [CH3:1][N:2]([C:30]1[CH:35]=[CH:34][CH:33]=[CH:32][CH:31]=1)[C:3]([C:5]1[C:10]([N:11]([S:15]([C:18]2[CH:23]=[CH:22][C:21]([Cl:24])=[C:20]([C:25]([F:28])([F:27])[F:26])[CH:19]=2)(=[O:17])=[O:16])COC)=[CH:9][C:8]([Cl:29])=[CH:7][N:6]=1)=[O:4].Cl, predict the reaction product. (6) Given the reactants [Cl:1][C:2]1[CH:7]=[CH:6][C:5]([C:8]2[C:9]([O:17][CH2:18][CH2:19][OH:20])=[N:10][CH:11]=[C:12]([CH:16]=2)[C:13]([OH:15])=O)=[CH:4][CH:3]=1.[F:21][C:22]([F:31])([F:30])[C:23]1[N:27]=[C:26]([CH2:28][NH2:29])[O:25][N:24]=1, predict the reaction product. The product is: [Cl:1][C:2]1[CH:3]=[CH:4][C:5]([C:8]2[C:9]([O:17][CH2:18][CH2:19][OH:20])=[N:10][CH:11]=[C:12]([CH:16]=2)[C:13]([NH:29][CH2:28][C:26]2[O:25][N:24]=[C:23]([C:22]([F:31])([F:30])[F:21])[N:27]=2)=[O:15])=[CH:6][CH:7]=1.